From a dataset of Forward reaction prediction with 1.9M reactions from USPTO patents (1976-2016). Predict the product of the given reaction. (1) Given the reactants [CH:1]1([C:7]2[CH:15]=[CH:14][C:10]([C:11](O)=[O:12])=[CH:9][CH:8]=2)[CH2:6][CH2:5][CH2:4][CH2:3][CH2:2]1.S(Cl)([Cl:18])=O, predict the reaction product. The product is: [CH:1]1([C:7]2[CH:15]=[CH:14][C:10]([C:11]([Cl:18])=[O:12])=[CH:9][CH:8]=2)[CH2:6][CH2:5][CH2:4][CH2:3][CH2:2]1. (2) Given the reactants Br[C:2]1[CH:3]=[C:4]([CH:19]=[C:20]([Cl:22])[CH:21]=1)[CH2:5][N:6]1[CH2:11][CH2:10][N:9]([C:12]([O:14][C:15]([CH3:18])([CH3:17])[CH3:16])=[O:13])[CH2:8][CH2:7]1.CC(OC1C=CC=C(OC(C)C)C=1C1C(P(C2CCCCC2)C2CCCCC2)=CC=CC=1)C.CC([O-])(C)C.[Na+].[NH:62]1[CH2:67][CH2:66][CH2:65][CH2:64][CH2:63]1, predict the reaction product. The product is: [Cl:22][C:20]1[CH:19]=[C:4]([CH:3]=[C:2]([N:62]2[CH2:67][CH2:66][CH2:65][CH2:64][CH2:63]2)[CH:21]=1)[CH2:5][N:6]1[CH2:11][CH2:10][N:9]([C:12]([O:14][C:15]([CH3:18])([CH3:17])[CH3:16])=[O:13])[CH2:8][CH2:7]1. (3) Given the reactants Br[C:2]1[N:3]=[C:4]2[C:10]([C:11](=[O:16])[C:12]([CH3:15])([CH3:14])[CH3:13])=[CH:9][NH:8][C:5]2=[N:6][CH:7]=1.[CH2:17]([O:19][C:20]1[CH:21]=[C:22]([N:35]2[CH2:39][CH2:38][CH2:37][CH2:36]2)[CH:23]=[C:24](B2OC(C)(C)C(C)(C)O2)[CH:25]=1)[CH3:18].C([O-])([O-])=O.[K+].[K+].O1CCOCC1, predict the reaction product. The product is: [CH2:17]([O:19][C:20]1[CH:25]=[C:24]([C:2]2[N:3]=[C:4]3[C:10]([C:11](=[O:16])[C:12]([CH3:15])([CH3:14])[CH3:13])=[CH:9][NH:8][C:5]3=[N:6][CH:7]=2)[CH:23]=[C:22]([N:35]2[CH2:39][CH2:38][CH2:37][CH2:36]2)[CH:21]=1)[CH3:18]. (4) Given the reactants [C:1]([O:5][C:6](=[O:28])[N:7]([CH2:18][C@@H:19]1[CH2:24][N:23]2[CH2:25][CH2:26][CH2:27][C@@H:22]2[CH2:21][NH:20]1)[C@H:8]1[C:17]2[C:12](=[CH:13][CH:14]=[CH:15][CH:16]=2)[CH2:11][CH2:10][CH2:9]1)([CH3:4])([CH3:3])[CH3:2].[C:29]([O:33][C:34]([N:36]([CH3:52])[C@H:37]([C:39]([NH:41][C@@H:42]([CH:46]1[CH2:51][CH2:50][CH2:49][CH2:48][CH2:47]1)[C:43](O)=[O:44])=[O:40])[CH3:38])=[O:35])([CH3:32])([CH3:31])[CH3:30].[Cl-].COC1N=C(OC)N=C([N+]2(C)CCOCC2)N=1, predict the reaction product. The product is: [C:1]([O:5][C:6](=[O:28])[N:7]([CH2:18][C@@H:19]1[CH2:24][N:23]2[CH2:25][CH2:26][CH2:27][C@@H:22]2[CH2:21][N:20]1[C:43](=[O:44])[C@@H:42]([NH:41][C:39](=[O:40])[C@@H:37]([N:36]([C:34]([O:33][C:29]([CH3:31])([CH3:30])[CH3:32])=[O:35])[CH3:52])[CH3:38])[CH:46]1[CH2:47][CH2:48][CH2:49][CH2:50][CH2:51]1)[C@H:8]1[C:17]2[C:12](=[CH:13][CH:14]=[CH:15][CH:16]=2)[CH2:11][CH2:10][CH2:9]1)([CH3:4])([CH3:2])[CH3:3]. (5) Given the reactants Br[CH:2]1[CH2:7][CH2:6][CH2:5][CH:4]([C:8]2[CH:13]=[CH:12][C:11]([C:14]([F:17])([F:16])[F:15])=[CH:10][CH:9]=2)[C:3]1=O.[NH2:19][C:20]([NH2:22])=[S:21].C(=O)(O)[O-].[Na+].C(OCC)(=O)C, predict the reaction product. The product is: [F:15][C:14]([F:17])([F:16])[C:11]1[CH:12]=[CH:13][C:8]([CH:4]2[C:3]3[N:19]=[C:20]([NH2:22])[S:21][C:2]=3[CH2:7][CH2:6][CH2:5]2)=[CH:9][CH:10]=1. (6) Given the reactants [O:1]([C:8]1[CH:13]=[CH:12][C:11]([C:14]2[C:22]3[C:17](=[N:18][CH:19]=[N:20][C:21]=3[NH2:23])[NH:16][N:15]=2)=[CH:10][CH:9]=1)[C:2]1[CH:7]=[CH:6][CH:5]=[CH:4][CH:3]=1.Br[CH2:25][CH2:26][N:27]1[C:31](=[O:32])[CH2:30][S:29][C:28]1=[O:33].C(=O)([O-])[O-].[Cs+].[Cs+], predict the reaction product. The product is: [NH2:23][C:21]1[N:20]=[CH:19][N:18]=[C:17]2[N:16]([CH2:25][CH2:26][N:27]3[C:31](=[O:32])[CH2:30][S:29][C:28]3=[O:33])[N:15]=[C:14]([C:11]3[CH:12]=[CH:13][C:8]([O:1][C:2]4[CH:7]=[CH:6][CH:5]=[CH:4][CH:3]=4)=[CH:9][CH:10]=3)[C:22]=12. (7) The product is: [CH2:1]([C:8]1[N:13]=[C:12]([CH:14]=[O:27])[CH:11]=[C:10]([C:18]2[CH:23]=[CH:22][C:21]([CH3:24])=[CH:20][CH:19]=2)[N:9]=1)[C:2]1[CH:7]=[CH:6][CH:5]=[CH:4][CH:3]=1. Given the reactants [CH2:1]([C:8]1[N:13]=[C:12]([CH2:14]N(C)C)[CH:11]=[C:10]([C:18]2[CH:23]=[CH:22][C:21]([CH3:24])=[CH:20][CH:19]=2)[N:9]=1)[C:2]1[CH:7]=[CH:6][CH:5]=[CH:4][CH:3]=1.CC(OI1(OC(C)=O)(OC(C)=O)OC(=O)C2C=CC=CC1=2)=[O:27], predict the reaction product. (8) Given the reactants [Cl:1][C:2]1[CH:7]=[C:6]([Cl:8])[C:5]([Cl:9])=[CH:4][C:3]=1[OH:10].C(=O)([O-])[O-].[K+].[K+].Cl[CH2:18][C:19]#[N:20], predict the reaction product. The product is: [Cl:1][C:2]1[CH:7]=[C:6]([Cl:8])[C:5]([Cl:9])=[CH:4][C:3]=1[O:10][CH2:18][C:19]#[N:20].